The task is: Predict the reaction yield, written as a fraction of the theoretical maximum amount of product (1.0 means a 100% yield; for example, 0.34 means a 34% yield).. This data is from Reaction yield outcomes from USPTO patents with 853,638 reactions. (1) The reactants are [CH3:1][C:2]1[CH:3]=[N:4][N:5]([CH2:7][C:8]2[CH:22]=[CH:21][C:11]([CH2:12][N:13]3[CH:17]=[C:16]([C:18]([OH:20])=O)[N:15]=[CH:14]3)=[CH:10][CH:9]=2)[CH:6]=1.CN(C(ON1N=NC2C=CC=NC1=2)=[N+](C)C)C.F[P-](F)(F)(F)(F)F.[NH2:47][CH2:48][C:49]1[CH:50]=[C:51]2[C:56](=[CH:57][CH:58]=1)[C:55]([NH2:59])=[N:54][CH:53]=[CH:52]2.C(N(CC)C(C)C)(C)C. The catalyst is CN(C=O)C.C(Cl)Cl.C(Cl)(Cl)Cl. The product is [NH2:59][C:55]1[C:56]2[C:51](=[CH:50][C:49]([CH2:48][NH:47][C:18]([C:16]3[N:15]=[CH:14][N:13]([CH2:12][C:11]4[CH:10]=[CH:9][C:8]([CH2:7][N:5]5[CH:6]=[C:2]([CH3:1])[CH:3]=[N:4]5)=[CH:22][CH:21]=4)[CH:17]=3)=[O:20])=[CH:58][CH:57]=2)[CH:52]=[CH:53][N:54]=1. The yield is 0.600. (2) The reactants are [Cl:1][C:2]1[CH:7]=[CH:6][CH:5]=[CH:4][C:3]=1[C:8]1[O:9][C:10]([CH:15]([CH3:17])[CH3:16])=[C:11]([CH2:13]I)[N:12]=1.[C-:18]#[N:19].[Na+].O. The catalyst is CC(C)=O. The product is [Cl:1][C:2]1[CH:7]=[CH:6][CH:5]=[CH:4][C:3]=1[C:8]1[O:9][C:10]([CH:15]([CH3:17])[CH3:16])=[C:11]([CH2:13][C:18]#[N:19])[N:12]=1. The yield is 0.820.